This data is from Experimentally validated miRNA-target interactions with 360,000+ pairs, plus equal number of negative samples. The task is: Binary Classification. Given a miRNA mature sequence and a target amino acid sequence, predict their likelihood of interaction. The protein sequence of the target gene is MAPSLWKGLVGVGLFALAHAAFSAAQHRSYMRLTEKEDESLPIDIVLQTLLAFAVTCYGIVHIAGEFKDMDATSELKNKTFDTLRNHPSFYVFNHRGRVLFRPSDATNSSNLDALSSNTSLKLRKFDSLRR. The miRNA is hsa-miR-4753-3p with sequence UUCUCUUUCUUUAGCCUUGUGU. Result: 0 (no interaction).